Dataset: Kir2.1 potassium channel HTS with 301,493 compounds. Task: Binary Classification. Given a drug SMILES string, predict its activity (active/inactive) in a high-throughput screening assay against a specified biological target. (1) The drug is O1C(N2CCc3c2cccc3)C(OC(=O)C)C(OC(=O)C)C(OC(=O)C)C1. The result is 0 (inactive). (2) The drug is o1c(C(CCN(Cc2ccc(OC)cc2)C(=O)c2occc2)c2ccccc2)ccc1. The result is 0 (inactive). (3) The molecule is S(Oc1ccc(NC(=O)C)cc1)(=O)(=O)c1ccc(C(C)(C)C)cc1. The result is 0 (inactive). (4) The compound is OC1(CCN(CC1)C(=O)Nc1ccc(cc1)C(OC)=O)c1cccnc1. The result is 0 (inactive). (5) The molecule is Clc1cc(S(=O)(=O)Nc2ccc(cc2)C(=O)NCc2ncccc2)ccc1. The result is 0 (inactive). (6) The molecule is O(CC(=O)c1c(cc(c(c1)C)C)C)C(=O)c1oc([N+]([O-])=O)cc1. The result is 0 (inactive). (7) The compound is s1c(c2cc3c(oc2=O)cccc3)cnc1N. The result is 0 (inactive).